From a dataset of Forward reaction prediction with 1.9M reactions from USPTO patents (1976-2016). Predict the product of the given reaction. (1) Given the reactants [OH:1][CH2:2][CH2:3][CH2:4][CH2:5][C:6]1[CH:11]=[CH:10][C:9]([OH:12])=[CH:8][CH:7]=1.[H-].[Na+].[CH2:15](Br)[C:16]1[CH:21]=[CH:20][CH:19]=[CH:18][CH:17]=1.S([O-])(O)(=O)=O.[K+], predict the reaction product. The product is: [CH2:15]([O:12][C:9]1[CH:8]=[CH:7][C:6]([CH2:5][CH2:4][CH2:3][CH2:2][OH:1])=[CH:11][CH:10]=1)[C:16]1[CH:21]=[CH:20][CH:19]=[CH:18][CH:17]=1. (2) Given the reactants [Br:1][C:2]1[C:7]([Cl:8])=[CH:6][C:5]([N:9]2[C:18]3[C:13](=[CH:14][C:15]([S:19](OC4C(F)=C(F)C(F)=C(F)C=4F)(=[O:21])=[O:20])=[CH:16][CH:17]=3)[CH:12]=[CH:11][C:10]2=[O:34])=[C:4]([O:35][CH3:36])[CH:3]=1.[N:37]1[CH:42]=[CH:41][C:40]([NH2:43])=[N:39][CH:38]=1.C[Si]([N-][Si](C)(C)C)(C)C.[Li+], predict the reaction product. The product is: [Br:1][C:2]1[C:7]([Cl:8])=[CH:6][C:5]([N:9]2[C:18]3[C:13](=[CH:14][C:15]([S:19]([NH:43][C:40]4[CH:41]=[CH:42][N:37]=[CH:38][N:39]=4)(=[O:21])=[O:20])=[CH:16][CH:17]=3)[CH:12]=[CH:11][C:10]2=[O:34])=[C:4]([O:35][CH3:36])[CH:3]=1. (3) Given the reactants [F:1][C:2]1[N:7]=[CH:6][C:5]([CH2:8]O)=[CH:4][CH:3]=1.C(N(CC)CC)C.[CH3:17][S:18](Cl)(=[O:20])=[O:19], predict the reaction product. The product is: [F:1][C:2]1[CH:3]=[CH:4][C:5]([CH2:8][S:18]([CH3:17])(=[O:20])=[O:19])=[CH:6][N:7]=1. (4) Given the reactants [CH:1]1[C:10]2[C:5](=[CH:6][CH:7]=[CH:8][CH:9]=2)[CH:4]=[CH:3][C:2]=1[C:11]1[N:16]=[C:15]([NH:17][C:18]2[CH:27]=[CH:26][CH:25]=[CH:24][C:19]=2[C:20]([O:22]C)=[O:21])[CH:14]=[CH:13][CH:12]=1.[OH-].[Li+], predict the reaction product. The product is: [CH:1]1[C:10]2[C:5](=[CH:6][CH:7]=[CH:8][CH:9]=2)[CH:4]=[CH:3][C:2]=1[C:11]1[N:16]=[C:15]([NH:17][C:18]2[CH:27]=[CH:26][CH:25]=[CH:24][C:19]=2[C:20]([OH:22])=[O:21])[CH:14]=[CH:13][CH:12]=1. (5) Given the reactants Br[C:2]1[CH:14]=[CH:13][C:5]2[N:6]([CH3:12])[C:7]([CH:9]([F:11])[F:10])=[N:8][C:4]=2[CH:3]=1.[CH3:15][C:16]1([CH3:32])[C:20]([CH3:22])([CH3:21])[O:19][B:18]([B:18]2[O:19][C:20]([CH3:22])([CH3:21])[C:16]([CH3:32])([CH3:15])[O:17]2)[O:17]1.ClCCl.C([O-])(=O)C.[K+], predict the reaction product. The product is: [F:10][CH:9]([F:11])[C:7]1[N:6]([CH3:12])[C:5]2[CH:13]=[CH:14][C:2]([B:18]3[O:19][C:20]([CH3:22])([CH3:21])[C:16]([CH3:32])([CH3:15])[O:17]3)=[CH:3][C:4]=2[N:8]=1. (6) Given the reactants [H-].[Na+].CS(OCCCN1CCN(C2C=CC=CC=2OC)CC1)(=O)=O.OC[C:27]1[CH:36]=[C:35]2[C:30]([CH2:31][CH2:32][C:33](=[O:37])[NH:34]2)=[CH:29][CH:28]=1, predict the reaction product. The product is: [NH:34]1[C:35]2[C:30](=[CH:29][CH:28]=[CH:27][CH:36]=2)[CH:31]=[CH:32][C:33]1=[O:37].